Dataset: Forward reaction prediction with 1.9M reactions from USPTO patents (1976-2016). Task: Predict the product of the given reaction. (1) Given the reactants Cl.[CH3:2][C:3]([NH:7][OH:8])([CH3:6])[CH2:4][CH3:5].[F:9][C:10]1[C:15]([CH:16]=O)=[C:14]([S:18]([OH:21])(=[O:20])=[O:19])[CH:13]=[C:12]([S:22]([OH:25])(=[O:24])=[O:23])[CH:11]=1, predict the reaction product. The product is: [CH3:2][C:3]([N+:7]([O-:8])=[CH:16][C:15]1[C:10]([F:9])=[CH:11][C:12]([S:22]([OH:25])(=[O:23])=[O:24])=[CH:13][C:14]=1[S:18]([OH:21])(=[O:20])=[O:19])([CH3:6])[CH2:4][CH3:5]. (2) The product is: [Cl:1][C:2]1[CH:3]=[CH:4][C:5]([O:24][CH2:25][C:26]2[CH:31]=[CH:30][C:29]([Cl:32])=[CH:28][C:27]=2[F:33])=[C:6]([CH:23]=1)[CH2:7][N:8]1[C:16]2[CH:15]=[CH:14][CH:13]=[C:12]([C:17]([O-:19])=[O:18])[C:11]=2[C:10]([CH2:21][OH:22])=[N:9]1.[Na+:35]. Given the reactants [Cl:1][C:2]1[CH:3]=[CH:4][C:5]([O:24][CH2:25][C:26]2[CH:31]=[CH:30][C:29]([Cl:32])=[CH:28][C:27]=2[F:33])=[C:6]([CH:23]=1)[CH2:7][N:8]1[C:16]2[CH:15]=[CH:14][CH:13]=[C:12]([C:17]([O:19]C)=[O:18])[C:11]=2[C:10]([CH2:21][OH:22])=[N:9]1.[OH-].[Na+:35].O, predict the reaction product. (3) Given the reactants [F:1][C:2]1[CH:9]=[C:8]([O:10]C)[CH:7]=[C:6]([O:12]C)[C:3]=1[CH:4]=[O:5].B(Br)(Br)Br, predict the reaction product. The product is: [F:1][C:2]1[CH:9]=[C:8]([OH:10])[CH:7]=[C:6]([OH:12])[C:3]=1[CH:4]=[O:5]. (4) Given the reactants C([O:3][C:4]([C:6]1[C:7]([CH3:23])=[N:8][N:9]2[C:13]([C:14]3[CH:19]=[CH:18][C:17]([CH3:20])=[CH:16][C:15]=3[CH3:21])=[C:12]([CH3:22])[O:11][C:10]=12)=[O:5])C.O.[OH-].[Li+], predict the reaction product. The product is: [CH3:21][C:15]1[CH:16]=[C:17]([CH3:20])[CH:18]=[CH:19][C:14]=1[C:13]1[N:9]2[N:8]=[C:7]([CH3:23])[C:6]([C:4]([OH:5])=[O:3])=[C:10]2[O:11][C:12]=1[CH3:22]. (5) Given the reactants Cl[CH2:2][C:3]1[N:4]=[C:5]([CH:8]([CH3:10])[CH3:9])[S:6][CH:7]=1.[CH2:11]([NH:18][C:19]([C:21]1[S:25][C:24]([N:26]2[CH:31]=[CH:30][C:29]([OH:32])=[CH:28][C:27]2=[O:33])=[N:23][C:22]=1[CH3:34])=[O:20])[C:12]1[CH:17]=[CH:16][CH:15]=[CH:14][CH:13]=1, predict the reaction product. The product is: [CH2:11]([NH:18][C:19]([C:21]1[S:25][C:24]([N:26]2[CH:31]=[CH:30][C:29]([O:32][CH2:2][C:3]3[N:4]=[C:5]([CH:8]([CH3:10])[CH3:9])[S:6][CH:7]=3)=[CH:28][C:27]2=[O:33])=[N:23][C:22]=1[CH3:34])=[O:20])[C:12]1[CH:17]=[CH:16][CH:15]=[CH:14][CH:13]=1. (6) Given the reactants [N+:1]([C:4]1[CH:5]=[C:6]([OH:10])[CH:7]=[CH:8][CH:9]=1)([O-:3])=[O:2].Cl[CH2:12][C:13]1[O:14][CH:15]=[CH:16][CH:17]=1.C(=O)([O-])[O-].[K+].[K+], predict the reaction product. The product is: [N+:1]([C:4]1[CH:5]=[C:6]([CH:7]=[CH:8][CH:9]=1)[O:10][CH2:12][C:13]1[O:14][CH:15]=[CH:16][CH:17]=1)([O-:3])=[O:2].